Predict the reactants needed to synthesize the given product. From a dataset of Retrosynthesis with 50K atom-mapped reactions and 10 reaction types from USPTO. (1) Given the product COC(CN(c1ccc2c(c1)C(C#N)C2)S(C)(=O)=O)OC, predict the reactants needed to synthesize it. The reactants are: COC(CNc1ccc2c(c1)C(C#N)C2)OC.CS(=O)(=O)Cl. (2) Given the product CC(C)(C)OC(=O)[C@@H]1CSSC[C@H](N)C(=O)NCCC2(CCCC2)C(=O)N1, predict the reactants needed to synthesize it. The reactants are: CC(C)(C)OC(=O)N[C@H]1CSSC[C@@H](C(=O)OC(C)(C)C)NC(=O)C2(CCCC2)CCNC1=O. (3) Given the product O=C(c1ccccc1)N(CCCSc1ccncc1)Cc1ccccc1, predict the reactants needed to synthesize it. The reactants are: O=C(Cl)c1ccccc1.c1ccc(CNCCCSc2ccncc2)cc1. (4) Given the product Oc1ccc2c(nnn2CC2CC2)c1Br, predict the reactants needed to synthesize it. The reactants are: COc1ccc2c(nnn2CC2CC2)c1Br. (5) Given the product COc1cccc(NC2CC2)c1, predict the reactants needed to synthesize it. The reactants are: COc1cccc(Br)c1.NC1CC1. (6) Given the product COC(=O)c1cccc(-c2ccc3ccc(OCc4c(-c5c(Cl)cccc5Cl)noc4C(C)C)cc3c2)c1, predict the reactants needed to synthesize it. The reactants are: CC(C)c1onc(-c2c(Cl)cccc2Cl)c1CCl.COC(=O)c1cccc(-c2ccc3ccc(O)cc3c2)c1.